This data is from Forward reaction prediction with 1.9M reactions from USPTO patents (1976-2016). The task is: Predict the product of the given reaction. (1) Given the reactants C(OC([N:8]1[C@H:14]([CH3:15])[CH2:13][C:12]2[CH:16]=[C:17]3[O:22][CH2:21][O:20][C:18]3=[CH:19][C:11]=2[C:10]([C:23]2[CH:28]=[C:27]([CH3:29])[C:26]([N+:30]([O-:32])=[O:31])=[C:25]([CH3:33])[CH:24]=2)=[N:9]1)=O)(C)(C)C, predict the reaction product. The product is: [CH3:33][C:25]1[CH:24]=[C:23]([C:10]2[C:11]3[CH:19]=[C:18]4[O:20][CH2:21][O:22][C:17]4=[CH:16][C:12]=3[CH2:13][C@@H:14]([CH3:15])[NH:8][N:9]=2)[CH:28]=[C:27]([CH3:29])[C:26]=1[N+:30]([O-:32])=[O:31]. (2) Given the reactants [CH3:1][N:2]([CH3:33])[C:3]1[CH:8]=[CH:7][C:6]([CH2:9][N:10]([C:24]2[CH:29]=[CH:28][C:27]([CH:30]([CH3:32])[CH3:31])=[CH:26][CH:25]=2)[C:11]([CH:13]2[C:22]3[C:17](=[CH:18][CH:19]=[C:20]([OH:23])[CH:21]=3)[CH2:16][CH2:15][CH2:14]2)=[O:12])=[CH:5][CH:4]=1.Cl.Cl[CH2:36][CH2:37][N:38]([CH3:40])[CH3:39].[I-].[Na+], predict the reaction product. The product is: [CH3:39][N:38]([CH3:40])[CH2:37][CH2:36][O:23][C:20]1[CH:21]=[C:22]2[C:17]([CH2:16][CH2:15][CH2:14][CH:13]2[C:11]([N:10]([CH2:9][C:6]2[CH:7]=[CH:8][C:3]([N:2]([CH3:33])[CH3:1])=[CH:4][CH:5]=2)[C:24]2[CH:25]=[CH:26][C:27]([CH:30]([CH3:31])[CH3:32])=[CH:28][CH:29]=2)=[O:12])=[CH:18][CH:19]=1. (3) Given the reactants [N:1]([CH2:4][CH2:5][CH2:6][C@:7]1([C:25]2[CH:30]=[CH:29][CH:28]=[CH:27][CH:26]=2)[N:11]([C:12](=[O:16])[C@@H:13]([OH:15])[CH3:14])[N:10]=[C:9]([C:17]2[CH:22]=[C:21]([F:23])[CH:20]=[CH:19][C:18]=2[F:24])[S:8]1)=[N+:2]=[N-:3].[CH3:31]I.[H-].[Na+].[NH4+].[Cl-], predict the reaction product. The product is: [N:1]([CH2:4][CH2:5][CH2:6][C@:7]1([C:25]2[CH:30]=[CH:29][CH:28]=[CH:27][CH:26]=2)[N:11]([C:12](=[O:16])[C@@H:13]([O:15][CH3:31])[CH3:14])[N:10]=[C:9]([C:17]2[CH:22]=[C:21]([F:23])[CH:20]=[CH:19][C:18]=2[F:24])[S:8]1)=[N+:2]=[N-:3]. (4) The product is: [Cl:1][C:2]1[C:10]2[N:9]=[CH:8][N:7]([CH:11]3[CH2:16][CH2:15][CH2:14][CH2:13][O:12]3)[C:6]=2[CH:5]=[CH:4][C:3]=1[CH2:17][N:18]([CH3:29])[C:19](=[O:25])[O:20][C:21]([CH3:22])([CH3:24])[CH3:23]. Given the reactants [Cl:1][C:2]1[C:10]2[N:9]=[CH:8][N:7]([CH:11]3[CH2:16][CH2:15][CH2:14][CH2:13][O:12]3)[C:6]=2[CH:5]=[CH:4][C:3]=1[CH2:17][NH:18][C:19](=[O:25])[O:20][C:21]([CH3:24])([CH3:23])[CH3:22].[H-].[Na+].I[CH3:29], predict the reaction product.